From a dataset of Peptide-MHC class I binding affinity with 185,985 pairs from IEDB/IMGT. Regression. Given a peptide amino acid sequence and an MHC pseudo amino acid sequence, predict their binding affinity value. This is MHC class I binding data. (1) The peptide sequence is SRKRRRTPKKA. The MHC is Mamu-B08 with pseudo-sequence Mamu-B08. The binding affinity (normalized) is 0.227. (2) The peptide sequence is PLNDNIATL. The MHC is HLA-A02:02 with pseudo-sequence HLA-A02:02. The binding affinity (normalized) is 0.546.